This data is from Full USPTO retrosynthesis dataset with 1.9M reactions from patents (1976-2016). The task is: Predict the reactants needed to synthesize the given product. (1) Given the product [Cl:1][C:2]1[CH:7]=[C:6]([F:8])[CH:5]=[CH:4][C:3]=1[C:28]([C:17]1[C:16]([F:15])=[C:21]([C:22]2[CH:23]=[N:24][CH:25]=[N:26][CH:27]=2)[CH:20]=[CH:19][N:18]=1)=[O:31], predict the reactants needed to synthesize it. The reactants are: [Cl:1][C:2]1[CH:7]=[C:6]([F:8])[CH:5]=[CH:4][C:3]=1I.C([Mg]Cl)(C)C.[F:15][C:16]1[C:17]([C:28]#N)=[N:18][CH:19]=[CH:20][C:21]=1[C:22]1[CH:23]=[N:24][CH:25]=[N:26][CH:27]=1.Cl.[OH-:31].[Na+]. (2) Given the product [CH3:40][C:41]1[C:42]([N:48]2[CH2:49][CH2:50][N:51]([C:54]([C:56]3[CH:57]=[CH:58][C:59]([N:62]4[C@@H:66]([CH3:67])[CH2:65][NH:64][C:63]4=[O:77])=[N:60][CH:61]=3)=[O:55])[CH2:52][CH2:53]2)=[N:43][CH:44]=[C:45]([CH3:47])[CH:46]=1, predict the reactants needed to synthesize it. The reactants are: BrC1N=CC(C(N2CCN(C3C(C)=CC(C)=CN=3)CC2)=O)=CC=1.COC1C=CC(CN2C[C@H](C)NC2=O)=CC=1.[CH3:40][C:41]1[C:42]([N:48]2[CH2:53][CH2:52][N:51]([C:54]([C:56]3[CH:57]=[CH:58][C:59]([N:62]4[C@@H:66]([CH3:67])[CH2:65][N:64](CC5C=CC(OC)=CC=5)[C:63]4=[O:77])=[N:60][CH:61]=3)=[O:55])[CH2:50][CH2:49]2)=[N:43][CH:44]=[C:45]([CH3:47])[CH:46]=1. (3) The reactants are: [OH:1][CH:2]([C:28]1[CH:33]=[CH:32][C:31]([C:34]([O:36][CH3:37])=[O:35])=[CH:30][CH:29]=1)[CH:3]([CH2:14][C:15]1[CH:20]=[CH:19][CH:18]=[C:17]([O:21][C:22]([F:27])([F:26])[CH:23]([F:25])[F:24])[CH:16]=1)[C:4]([O:6]CC1C=CC=CC=1)=[O:5]. Given the product [OH:1][CH:2]([C:28]1[CH:33]=[CH:32][C:31]([C:34]([O:36][CH3:37])=[O:35])=[CH:30][CH:29]=1)[CH:3]([CH2:14][C:15]1[CH:20]=[CH:19][CH:18]=[C:17]([O:21][C:22]([F:27])([F:26])[CH:23]([F:25])[F:24])[CH:16]=1)[C:4]([OH:6])=[O:5], predict the reactants needed to synthesize it. (4) Given the product [Cl:1][C:2]1[N:7]=[C:6]([C:8]([O:10][C:11]([CH3:14])([CH3:13])[CH3:12])=[O:9])[C:5]([S:30][C:27]2[CH:28]=[CH:29][C:24]([O:23][CH3:22])=[CH:25][CH:26]=2)=[CH:4][CH:3]=1, predict the reactants needed to synthesize it. The reactants are: [Cl:1][C:2]1[N:7]=[C:6]([C:8]([O:10][C:11]([CH3:14])([CH3:13])[CH3:12])=[O:9])[C:5](F)=[CH:4][CH:3]=1.C(=O)([O-])[O-].[K+].[K+].[CH3:22][O:23][C:24]1[CH:29]=[CH:28][C:27]([SH:30])=[CH:26][CH:25]=1.